From a dataset of Peptide-MHC class II binding affinity with 134,281 pairs from IEDB. Regression. Given a peptide amino acid sequence and an MHC pseudo amino acid sequence, predict their binding affinity value. This is MHC class II binding data. (1) The peptide sequence is SLIYRRRLMKQDFSV. The MHC is DRB1_0802 with pseudo-sequence DRB1_0802. The binding affinity (normalized) is 0.686. (2) The peptide sequence is NPVKAFQFLVDLILF. The MHC is HLA-DPA10201-DPB10501 with pseudo-sequence HLA-DPA10201-DPB10501. The binding affinity (normalized) is 0.342. (3) The peptide sequence is GQWRGAAGTAAQAAV. The MHC is DRB1_0405 with pseudo-sequence DRB1_0405. The binding affinity (normalized) is 0.444. (4) The peptide sequence is LVGPTPVNVIGRNLLTQIGC. The MHC is DRB1_0701 with pseudo-sequence DRB1_0701. The binding affinity (normalized) is 0.188. (5) The peptide sequence is IPTAFKIGKTYTPEE. The MHC is DRB1_1201 with pseudo-sequence DRB1_1201. The binding affinity (normalized) is 0.366. (6) The peptide sequence is EAAVKQAYAATVAAA. The MHC is DRB1_0301 with pseudo-sequence DRB1_0301. The binding affinity (normalized) is 0.231.